From a dataset of Full USPTO retrosynthesis dataset with 1.9M reactions from patents (1976-2016). Predict the reactants needed to synthesize the given product. (1) Given the product [Cl:35][CH:31]([O:30][C:28]([NH:2][CH2:3][CH:4]([CH2:16][CH:17]([CH3:19])[CH3:18])[CH2:5][C:6]([O:8][CH2:9][C:10]1[CH:11]=[CH:12][CH:13]=[CH:14][CH:15]=1)=[O:7])=[O:29])[CH:32]([CH3:34])[CH3:33], predict the reactants needed to synthesize it. The reactants are: Cl.[NH2:2][CH2:3][CH:4]([CH2:16][CH:17]([CH3:19])[CH3:18])[CH2:5][C:6]([O:8][CH2:9][C:10]1[CH:15]=[CH:14][CH:13]=[CH:12][CH:11]=1)=[O:7].CN1CCOCC1.Cl[C:28]([O:30][CH:31]([Cl:35])[CH:32]([CH3:34])[CH3:33])=[O:29]. (2) Given the product [CH3:23][C:9]1([CH2:12][C:13]2[C:22]3[C:17](=[CH:18][CH:19]=[CH:20][CH:21]=3)[CH:16]=[CH:15][CH:14]=2)[C:8]2[CH:24]=[CH:25][C:5]([C:3]([OH:4])=[O:2])=[CH:6][C:7]=2[O:11][CH2:10]1, predict the reactants needed to synthesize it. The reactants are: C[O:2][C:3]([C:5]1[CH:25]=[CH:24][C:8]2[C:9]([CH3:23])([CH2:12][C:13]3[C:22]4[C:17](=[CH:18][CH:19]=[CH:20][CH:21]=4)[CH:16]=[CH:15][CH:14]=3)[CH2:10][O:11][C:7]=2[CH:6]=1)=[O:4].[OH-].[Na+].C(O)C.Cl. (3) The reactants are: [CH2:1]([C@:3]1([OH:19])[CH2:7][CH2:6][N:5](C(OCC2C=CC=CC=2)=O)[C@H:4]1[CH3:18])[CH3:2]. Given the product [CH2:1]([C@:3]1([OH:19])[CH2:7][CH2:6][NH:5][C@H:4]1[CH3:18])[CH3:2], predict the reactants needed to synthesize it. (4) Given the product [F:12][C:6]1[CH:7]=[CH:8][CH:9]=[C:10]([F:11])[C:5]=1[CH2:4][CH2:3][CH2:2][NH:21][C:17]1[C:16]([NH2:22])=[CH:15][C:14]([CH3:13])=[C:19]([CH3:20])[CH:18]=1, predict the reactants needed to synthesize it. The reactants are: Br[CH2:2][CH2:3][CH2:4][C:5]1[C:10]([F:11])=[CH:9][CH:8]=[CH:7][C:6]=1[F:12].[CH3:13][C:14]1[C:19]([CH3:20])=[CH:18][C:17]([NH2:21])=[C:16]([NH2:22])[CH:15]=1.C(=O)(O)[O-].[Na+].